Predict the reactants needed to synthesize the given product. From a dataset of Full USPTO retrosynthesis dataset with 1.9M reactions from patents (1976-2016). (1) Given the product [N:18]([CH2:9][C:8]([C:6]1[C:5]([F:17])=[CH:4][N:3]=[C:2]([Br:1])[CH:7]=1)([OH:16])[CH3:15])=[N+:19]=[N-:20], predict the reactants needed to synthesize it. The reactants are: [Br:1][C:2]1[CH:7]=[C:6]([C:8]([OH:16])([CH3:15])[CH2:9]OS(C)(=O)=O)[C:5]([F:17])=[CH:4][N:3]=1.[N-:18]=[N+:19]=[N-:20].[Na+].[NH4+].[Cl-]. (2) Given the product [CH3:13][O:14][C:15]1[CH:16]=[C:17]([S:23]([NH:12][C:10]2[S:9][N:8]=[C:7]([C:1]3[CH:2]=[CH:3][CH:4]=[CH:5][CH:6]=3)[N:11]=2)(=[O:24])=[O:25])[CH:18]=[CH:19][C:20]=1[O:21][CH3:22], predict the reactants needed to synthesize it. The reactants are: [C:1]1([C:7]2[N:11]=[C:10]([NH2:12])[S:9][N:8]=2)[CH:6]=[CH:5][CH:4]=[CH:3][CH:2]=1.[CH3:13][O:14][C:15]1[CH:16]=[C:17]([S:23](Cl)(=[O:25])=[O:24])[CH:18]=[CH:19][C:20]=1[O:21][CH3:22]. (3) Given the product [F:1][C:2]1[CH:3]=[CH:4][C:5]2[C:6]3[C:15]([C:16]([N:18]([CH3:19])[CH3:20])=[O:17])=[N:14][N:13]([C:29]4[CH:34]=[CH:33][C:32]([O:35][CH3:36])=[N:31][CH:30]=4)[C:12](=[O:21])[C:7]=3[N:8]([CH3:11])[C:9]=2[CH:10]=1, predict the reactants needed to synthesize it. The reactants are: [F:1][C:2]1[CH:3]=[CH:4][C:5]2[C:6]3[C:15]([C:16]([N:18]([CH3:20])[CH3:19])=[O:17])=[N:14][NH:13][C:12](=[O:21])[C:7]=3[N:8]([CH3:11])[C:9]=2[CH:10]=1.C(=O)([O-])[O-].[K+].[K+].Br[C:29]1[CH:30]=[N:31][C:32]([O:35][CH3:36])=[CH:33][CH:34]=1.